Dataset: Forward reaction prediction with 1.9M reactions from USPTO patents (1976-2016). Task: Predict the product of the given reaction. (1) Given the reactants [OH-].[Na+].[F:3][C:4]1[CH:9]=[CH:8][CH:7]=[CH:6][C:5]=1/[CH:10]=[CH:11]/[C:12]([NH:14][CH2:15][CH2:16][C:17]([O:19]C)=[O:18])=[O:13], predict the reaction product. The product is: [F:3][C:4]1[CH:9]=[CH:8][CH:7]=[CH:6][C:5]=1/[CH:10]=[CH:11]/[C:12]([NH:14][CH2:15][CH2:16][C:17]([OH:19])=[O:18])=[O:13]. (2) The product is: [C:29]([N:26]1[CH2:25][CH2:24][CH:23]([CH2:22][C:8]2[N:5]3[CH:6]=[CH:7][C:2]([CH3:1])=[CH:3][C:4]3=[N:10][C:9]=2[C:11]2[CH:16]=[CH:15][C:14]([C:17]([NH:18][CH3:19])=[O:20])=[CH:13][C:12]=2[CH3:21])[CH2:28][CH2:27]1)(=[O:31])[CH3:36]. Given the reactants [CH3:1][C:2]1[CH:7]=[CH:6][N:5]2[C:8]([CH2:22][CH:23]3[CH2:28][CH2:27][N:26]([C:29]([O:31]C(C)(C)C)=O)[CH2:25][CH2:24]3)=[C:9]([C:11]3[CH:16]=[CH:15][C:14]([C:17](=[O:20])[NH:18][CH3:19])=[CH:13][C:12]=3[CH3:21])[N:10]=[C:4]2[CH:3]=1.[CH3:36]NC(=O)C1C=CC(C2N=C3C=C(C)C=CN3C=2)=C(C)C=1.Cl.N1C=CC=CC=1.C(OC(=O)C)(=O)C, predict the reaction product. (3) Given the reactants [F:1][C:2]1[CH:3]=[C:4]([CH:6]=[C:7]([F:10])[C:8]=1[F:9])[NH2:5].[Br:11][C:12]1[CH:13]=[CH:14][C:15]2[N:16]([CH:18]=[C:19]([C:21](OCC)=[O:22])[N:20]=2)[CH:17]=1, predict the reaction product. The product is: [Br:11][C:12]1[CH:13]=[CH:14][C:15]2[N:16]([CH:18]=[C:19]([C:21]([NH:5][C:4]3[CH:3]=[C:2]([F:1])[C:8]([F:9])=[C:7]([F:10])[CH:6]=3)=[O:22])[N:20]=2)[CH:17]=1. (4) Given the reactants [NH2:1][C:2]1[N:7]=[C:6]([CH2:8][C:9](=[O:13])[CH2:10][CH2:11][CH3:12])[CH:5]=[CH:4][CH:3]=1.[Cl:14][C:15]1[C:16]([CH3:25])=[C:17]([S:21](Cl)(=[O:23])=[O:22])[CH:18]=[CH:19][CH:20]=1, predict the reaction product. The product is: [Cl:14][C:15]1[C:16]([CH3:25])=[C:17]([S:21]([NH:1][C:2]2[N:7]=[C:6](/[CH:8]=[C:9](\[O:13][S:21]([C:17]3[CH:18]=[CH:19][CH:20]=[C:15]([Cl:14])[C:16]=3[CH3:25])(=[O:22])=[O:23])/[CH2:10][CH2:11][CH3:12])[CH:5]=[CH:4][CH:3]=2)(=[O:23])=[O:22])[CH:18]=[CH:19][CH:20]=1.[CH:17]([S:21]([OH:23])(=[O:13])=[O:22])=[CH2:18].